This data is from Retrosynthesis with 50K atom-mapped reactions and 10 reaction types from USPTO. The task is: Predict the reactants needed to synthesize the given product. (1) The reactants are: CCOC(=O)C(Br)C(C)C.O=C1NCc2cccc(Cl)c21. Given the product CCOC(=O)C(C(C)C)N1Cc2cccc(Cl)c2C1=O, predict the reactants needed to synthesize it. (2) The reactants are: COCO[C@@H](Cn1c(=O)[nH]c(=Nc2ccc(OC(C)C)c(C)c2)n(Cc2ccc(Cl)cc2)c1=O)C(=O)OC. Given the product COC(=O)[C@@H](O)Cn1c(=O)[nH]c(=Nc2ccc(OC(C)C)c(C)c2)n(Cc2ccc(Cl)cc2)c1=O, predict the reactants needed to synthesize it. (3) Given the product CCCCN(Cc1ccc(C(F)(F)F)cc1F)C(=O)COc1ccc(CCOc2ccccc2C(=O)O)cc1, predict the reactants needed to synthesize it. The reactants are: CCCCN(Cc1ccc(C(F)(F)F)cc1F)C(=O)COc1ccc(CCOc2ccccc2C(=O)OC)cc1. (4) Given the product CCN(c1cc(-c2ccc(N3CCCN(C)CC3)nc2)cc(C(=O)OC)c1C)C1CCOCC1, predict the reactants needed to synthesize it. The reactants are: CCN(c1cc(B2OC(C)(C)C(C)(C)O2)cc(C(=O)OC)c1C)C1CCOCC1.CN1CCCN(c2ccc(I)cn2)CC1.